Dataset: Full USPTO retrosynthesis dataset with 1.9M reactions from patents (1976-2016). Task: Predict the reactants needed to synthesize the given product. Given the product [N+:15]([C:12]1[CH:13]=[CH:14][C:9]([C:7]2([C:5]3[S:6][CH:2]=[CH:3][CH:4]=3)[O:20][CH2:19][CH2:18][O:8]2)=[CH:10][CH:11]=1)([O-:17])=[O:16], predict the reactants needed to synthesize it. The reactants are: Cl[C:2]1[S:6][C:5]([C:7]([C:9]2[CH:14]=[CH:13][C:12]([N+:15]([O-:17])=[O:16])=[CH:11][CH:10]=2)=[O:8])=[CH:4][CH:3]=1.[CH2:18](O)[CH2:19][OH:20].C1(C)C(S(O)(=O)=O)=CC=CC=1.